From a dataset of Reaction yield outcomes from USPTO patents with 853,638 reactions. Predict the reaction yield, written as a fraction of the theoretical maximum amount of product (1.0 means a 100% yield; for example, 0.34 means a 34% yield). (1) The reactants are [Cl:1][C:2]1[N:7]=[CH:6][C:5]([OH:8])=[CH:4][N:3]=1.Cl[CH:10]1[CH2:14][CH2:13][CH2:12][CH2:11]1.C(=O)([O-])[O-].[K+].[K+].O. The catalyst is CN(C)C=O. The product is [Cl:1][C:2]1[N:7]=[CH:6][C:5]([O:8][CH:10]2[CH2:14][CH2:13][CH2:12][CH2:11]2)=[CH:4][N:3]=1. The yield is 0.546. (2) The reactants are C1CCN2C(=NCCC2)CC1.[Br:12][C:13]1[CH:18]=[CH:17][C:16]([NH:19][C:20]2[C:21]([C:29]3[N:33](CCC#N)[N:32]=[N:31][N:30]=3)=[CH:22][N:23]([CH3:28])[C:24](=[O:27])[C:25]=2[CH3:26])=[C:15]([F:38])[CH:14]=1. The catalyst is C(Cl)Cl.C(OCC)(=O)C. The product is [Br:12][C:13]1[CH:18]=[CH:17][C:16]([NH:19][C:20]2[C:21]([C:29]3[NH:33][N:32]=[N:31][N:30]=3)=[CH:22][N:23]([CH3:28])[C:24](=[O:27])[C:25]=2[CH3:26])=[C:15]([F:38])[CH:14]=1. The yield is 0.770. (3) The catalyst is COC. The product is [CH2:1]([NH:8][C:9]([C:11]1[S:15][C:14]([C:16]2[CH:21]=[N:20][CH:19]=[C:18](/[CH:37]=[CH:36]/[C:30]3[CH:35]=[CH:34][CH:33]=[CH:32][CH:31]=3)[N:17]=2)=[N:13][C:12]=1[CH3:23])=[O:10])[C:2]1[CH:7]=[CH:6][CH:5]=[CH:4][CH:3]=1. The yield is 0.670. The reactants are [CH2:1]([NH:8][C:9]([C:11]1[S:15][C:14]([C:16]2[CH:21]=[N:20][CH:19]=[C:18](Cl)[N:17]=2)=[N:13][C:12]=1[CH3:23])=[O:10])[C:2]1[CH:7]=[CH:6][CH:5]=[CH:4][CH:3]=1.C([O-])([O-])=O.[Na+].[Na+].[C:30]1(/[CH:36]=[CH:37]/B(O)O)[CH:35]=[CH:34][CH:33]=[CH:32][CH:31]=1.O. (4) The reactants are [NH2:1][C:2]1[C:7]2[O:8][CH2:9][CH2:10][O:11][C:6]=2[C:5]([C:12]([O:14][CH2:15][CH:16]2[CH2:21][CH2:20][N:19]([CH2:22][C:23]#[N:24])[CH2:18][CH2:17]2)=[O:13])=[CH:4][C:3]=1[Cl:25].[H][H]. The catalyst is C1COCC1.[Ni]. The product is [NH2:1][C:2]1[C:7]2[O:8][CH2:9][CH2:10][O:11][C:6]=2[C:5]([C:12]([O:14][CH2:15][CH:16]2[CH2:21][CH2:20][N:19]([CH2:22][CH2:23][NH2:24])[CH2:18][CH2:17]2)=[O:13])=[CH:4][C:3]=1[Cl:25]. The yield is 0.680.